Dataset: NCI-60 drug combinations with 297,098 pairs across 59 cell lines. Task: Regression. Given two drug SMILES strings and cell line genomic features, predict the synergy score measuring deviation from expected non-interaction effect. (1) Drug 1: CCC(=C(C1=CC=CC=C1)C2=CC=C(C=C2)OCCN(C)C)C3=CC=CC=C3.C(C(=O)O)C(CC(=O)O)(C(=O)O)O. Cell line: SNB-75. Drug 2: C1CN(P(=O)(OC1)NCCCl)CCCl. Synergy scores: CSS=1.34, Synergy_ZIP=-0.984, Synergy_Bliss=-2.81, Synergy_Loewe=-7.62, Synergy_HSA=-4.27. (2) Drug 1: CNC(=O)C1=CC=CC=C1SC2=CC3=C(C=C2)C(=NN3)C=CC4=CC=CC=N4. Drug 2: CC1=C(C(=CC=C1)Cl)NC(=O)C2=CN=C(S2)NC3=CC(=NC(=N3)C)N4CCN(CC4)CCO. Cell line: MOLT-4. Synergy scores: CSS=18.3, Synergy_ZIP=-2.96, Synergy_Bliss=-2.88, Synergy_Loewe=-5.42, Synergy_HSA=-2.58. (3) Drug 1: CN(C)N=NC1=C(NC=N1)C(=O)N. Drug 2: C1=NC2=C(N1)C(=S)N=C(N2)N. Cell line: OVCAR-5. Synergy scores: CSS=38.4, Synergy_ZIP=-2.48, Synergy_Bliss=-4.24, Synergy_Loewe=-21.6, Synergy_HSA=-3.21. (4) Cell line: MDA-MB-435. Drug 2: CN(CC1=CN=C2C(=N1)C(=NC(=N2)N)N)C3=CC=C(C=C3)C(=O)NC(CCC(=O)O)C(=O)O. Drug 1: CC12CCC3C(C1CCC2O)C(CC4=C3C=CC(=C4)O)CCCCCCCCCS(=O)CCCC(C(F)(F)F)(F)F. Synergy scores: CSS=35.8, Synergy_ZIP=1.57, Synergy_Bliss=-0.316, Synergy_Loewe=-22.6, Synergy_HSA=-2.86. (5) Drug 1: CS(=O)(=O)C1=CC(=C(C=C1)C(=O)NC2=CC(=C(C=C2)Cl)C3=CC=CC=N3)Cl. Drug 2: CS(=O)(=O)CCNCC1=CC=C(O1)C2=CC3=C(C=C2)N=CN=C3NC4=CC(=C(C=C4)OCC5=CC(=CC=C5)F)Cl. Cell line: OVCAR-4. Synergy scores: CSS=9.18, Synergy_ZIP=-1.18, Synergy_Bliss=0.564, Synergy_Loewe=-0.433, Synergy_HSA=0.421. (6) Drug 1: CC1=C(C=C(C=C1)NC2=NC=CC(=N2)N(C)C3=CC4=NN(C(=C4C=C3)C)C)S(=O)(=O)N.Cl. Drug 2: CS(=O)(=O)C1=CC(=C(C=C1)C(=O)NC2=CC(=C(C=C2)Cl)C3=CC=CC=N3)Cl. Cell line: OVCAR-8. Synergy scores: CSS=13.4, Synergy_ZIP=-2.42, Synergy_Bliss=5.17, Synergy_Loewe=3.64, Synergy_HSA=4.96. (7) Drug 1: C1=CC(=CC=C1CCCC(=O)O)N(CCCl)CCCl. Drug 2: CN1C(=O)N2C=NC(=C2N=N1)C(=O)N. Cell line: NCI-H460. Synergy scores: CSS=15.8, Synergy_ZIP=-10.4, Synergy_Bliss=-8.45, Synergy_Loewe=-23.4, Synergy_HSA=-6.87. (8) Drug 1: CC1=C(C(CCC1)(C)C)C=CC(=CC=CC(=CC(=O)O)C)C. Drug 2: CCCCC(=O)OCC(=O)C1(CC(C2=C(C1)C(=C3C(=C2O)C(=O)C4=C(C3=O)C=CC=C4OC)O)OC5CC(C(C(O5)C)O)NC(=O)C(F)(F)F)O. Cell line: HL-60(TB). Synergy scores: CSS=79.9, Synergy_ZIP=3.39, Synergy_Bliss=3.40, Synergy_Loewe=9.64, Synergy_HSA=9.91. (9) Drug 1: COC1=CC(=CC(=C1O)OC)C2C3C(COC3=O)C(C4=CC5=C(C=C24)OCO5)OC6C(C(C7C(O6)COC(O7)C8=CC=CS8)O)O. Drug 2: CC1CCC2CC(C(=CC=CC=CC(CC(C(=O)C(C(C(=CC(C(=O)CC(OC(=O)C3CCCCN3C(=O)C(=O)C1(O2)O)C(C)CC4CCC(C(C4)OC)O)C)C)O)OC)C)C)C)OC. Cell line: OVCAR-5. Synergy scores: CSS=22.2, Synergy_ZIP=-9.12, Synergy_Bliss=-4.21, Synergy_Loewe=-0.542, Synergy_HSA=0.567.